This data is from Full USPTO retrosynthesis dataset with 1.9M reactions from patents (1976-2016). The task is: Predict the reactants needed to synthesize the given product. (1) Given the product [ClH:3].[NH2:5][C@@H:6]1[CH2:10][CH2:9][C@H:8]([C:11]([O:13][CH3:14])=[O:12])[CH2:7]1, predict the reactants needed to synthesize it. The reactants are: S(Cl)([Cl:3])=O.[NH2:5][C@@H:6]1[CH2:10][CH2:9][C@H:8]([C:11]([OH:13])=[O:12])[CH2:7]1.[CH3:14]O. (2) Given the product [CH:10]1([S:9][C:5]2[N:4]=[C:3]([CH2:2][O:29][C:26]3[CH:27]=[CH:28][C:23]([CH:21]4[CH2:22][CH:20]4[C:18]([OH:19])=[O:17])=[CH:24][C:25]=3[F:30])[CH:8]=[CH:7][CH:6]=2)[CH2:14][CH2:13][CH2:12][CH2:11]1, predict the reactants needed to synthesize it. The reactants are: Cl[CH2:2][C:3]1[CH:8]=[CH:7][CH:6]=[C:5]([S:9][CH:10]2[CH2:14][CH2:13][CH2:12][CH2:11]2)[N:4]=1.C([O:17][C:18]([CH:20]1[CH2:22][CH:21]1[C:23]1[CH:28]=[CH:27][C:26]([OH:29])=[C:25]([F:30])[CH:24]=1)=[O:19])C. (3) Given the product [Cl:8][C:5]1[S:4][C:3]([C:9]([C:11]2[CH:16]=[CH:15][CH:14]=[CH:13][N:12]=2)=[O:19])=[CH:7][CH:6]=1, predict the reactants needed to synthesize it. The reactants are: Br[Mg][C:3]1[S:4][C:5]([Cl:8])=[CH:6][CH:7]=1.[C:9]([C:11]1[CH:16]=[CH:15][CH:14]=[CH:13][N:12]=1)#N.CC[O:19]CC.